The task is: Predict the reaction yield, written as a fraction of the theoretical maximum amount of product (1.0 means a 100% yield; for example, 0.34 means a 34% yield).. This data is from Reaction yield outcomes from USPTO patents with 853,638 reactions. (1) The reactants are [Cl-].O[NH3+:3].[C:4](=[O:7])([O-])[OH:5].[Na+].CS(C)=O.[C:13]([O:17][C:18]1[CH:23]=[CH:22][C:21]([N:24]2[C:29](=[O:30])[C:28]([CH2:31][C:32]3[CH:37]=[CH:36][C:35]([C:38]4[C:39]([C:44]#[N:45])=[CH:40][CH:41]=[CH:42][CH:43]=4)=[CH:34][CH:33]=3)=[C:27]([CH2:46][CH2:47][CH3:48])[N:26]=[C:25]2[O:49][CH3:50])=[CH:20][CH:19]=1)([CH3:16])([CH3:15])[CH3:14]. The catalyst is O. The product is [C:13]([O:17][C:18]1[CH:19]=[CH:20][C:21]([N:24]2[C:29](=[O:30])[C:28]([CH2:31][C:32]3[CH:37]=[CH:36][C:35]([C:38]4[CH:43]=[CH:42][CH:41]=[CH:40][C:39]=4[C:44]4[NH:3][C:4](=[O:7])[O:5][N:45]=4)=[CH:34][CH:33]=3)=[C:27]([CH2:46][CH2:47][CH3:48])[N:26]=[C:25]2[O:49][CH3:50])=[CH:22][CH:23]=1)([CH3:16])([CH3:15])[CH3:14]. The yield is 0.260. (2) The reactants are [Br:1][C:2]1[CH:7]=[CH:6][C:5](Br)=[CH:4][N:3]=1.[Li]CCCC.[C:14](OCC)(=[O:20])[C:15]([O:17][CH2:18][CH3:19])=[O:16]. The catalyst is CCOCC. The product is [Br:1][C:2]1[N:3]=[CH:4][C:5]([C:14](=[O:20])[C:15]([O:17][CH2:18][CH3:19])=[O:16])=[CH:6][CH:7]=1. The yield is 0.170. (3) The product is [NH2:31][C:23]([C:21]1[O:22][C:18]2[CH:17]=[CH:16][C:15]([C:12]3[N:11]=[C:10]([C:8]4[CH:7]=[N:6][N:5]([CH2:1][CH2:2][CH2:3][CH3:4])[CH:9]=4)[O:14][N:13]=3)=[CH:39][C:19]=2[CH:20]=1)([CH2:24][OH:25])[CH2:28][OH:27]. No catalyst specified. The yield is 0.460. The reactants are [CH2:1]([N:5]1[CH:9]=[C:8]([C:10]2[O:14][N:13]=[C:12]([C:15]3[CH:16]=[CH:17][C:18]4[O:22][C:21]([C:23]5([NH:31]C(=O)OC(C)(C)C)[CH2:28][O:27]C(C)(C)[O:25][CH2:24]5)=[CH:20][C:19]=4[CH:39]=3)[N:11]=2)[CH:7]=[N:6]1)[CH2:2][CH2:3][CH3:4].ClC1C=C(C2ON=C(C3C=CC4OC(C5(NC(=O)OC(C)(C)C)COC(C)(C)OC5)=CC=4C=3)N=2)C=CC=1OCCC. (4) The reactants are C([O:8][C:9](=[O:41])[C@@H:10]([NH:30]C(OCC1C=CC=CC=1)=O)[CH2:11][CH2:12][C:13](=[O:29])[NH:14][C@@H:15]([CH3:28])[C@@H:16]([C:18]1[CH:23]=[C:22]([O:24][CH3:25])[CH:21]=[CH:20][C:19]=1[O:26][CH3:27])[OH:17])C1C=CC=CC=1. The catalyst is CO.[Pd]. The product is [NH2:30][C@@H:10]([CH2:11][CH2:12][C:13](=[O:29])[NH:14][C@@H:15]([CH3:28])[C@@H:16]([C:18]1[CH:23]=[C:22]([O:24][CH3:25])[CH:21]=[CH:20][C:19]=1[O:26][CH3:27])[OH:17])[C:9]([OH:41])=[O:8]. The yield is 0.720. (5) The reactants are [Na].C(O)C.[CH3:5][C:6]1([CH3:22])[O:10][CH:9]([CH2:11][O:12][C:13]2[CH:18]=[CH:17][C:16]([C:19](=[O:21])[CH3:20])=[CH:15][CH:14]=2)[CH2:8][O:7]1.[C:23](OCC)(=[O:29])[C:24]([O:26][CH2:27][CH3:28])=[O:25]. The catalyst is CCOC(C)=O. The product is [CH3:5][C:6]1([CH3:22])[O:10][CH:9]([CH2:11][O:12][C:13]2[CH:18]=[CH:17][C:16]([C:19](=[O:21])[CH2:20][C:23](=[O:29])[C:24]([O:26][CH2:27][CH3:28])=[O:25])=[CH:15][CH:14]=2)[CH2:8][O:7]1. The yield is 0.630. (6) The reactants are N[C@@H](CCC)C(O)=O.Cl.N[C@@H](CC=C)C(OC)=O.[CH2:19]([C@@H:23]1[NH:28][CH2:27][C@H:26]([CH2:29][CH:30](C)[CH3:31])[NH:25][C:24]1=[O:33])[CH:20](C)[CH3:21]. No catalyst specified. The product is [CH2:19]([C@@H:23]1[NH:28][CH2:27][C@H:26]([CH2:29][CH2:30][CH3:31])[NH:25][C:24]1=[O:33])[CH:20]=[CH2:21]. The yield is 0.0620. (7) The catalyst is O.[Cu]I.C(O)(C)C. The reactants are [O-]P([O-])([O-])=O.[K+].[K+].[K+].I[C:10]1[CH:11]=[C:12]([CH3:16])[CH:13]=[CH:14][CH:15]=1.[C:17]1([CH2:23][CH2:24][NH2:25])[CH2:22][CH2:21][CH2:20][CH2:19][CH:18]=1.C(O)CO.N. The product is [CH3:16][C:12]1[CH:11]=[C:10]([NH:25][CH2:24][CH2:23][C:17]2[CH2:22][CH2:21][CH2:20][CH2:19][CH:18]=2)[CH:15]=[CH:14][CH:13]=1. The yield is 0.870. (8) The reactants are [O:1]=[C:2]1[NH:11][C:10]2[C:5](=[CH:6][CH:7]=[C:8]([C:12]([C:14]3[CH:22]=[CH:21][CH:20]=[CH:19][C:15]=3[C:16]([OH:18])=O)=[O:13])[CH:9]=2)[NH:4][CH2:3]1.C1C=NC2N(O)N=NC=2C=1.CN(C(ON1N=NC2C=CC=NC1=2)=[N+](C)C)C.F[P-](F)(F)(F)(F)F.CN1CCOCC1.[Cl:64][C:65]1[CH:66]=[C:67]([CH:69]=[CH:70][CH:71]=1)[NH2:68]. The catalyst is CN(C)C=O. The product is [Cl:64][C:65]1[CH:66]=[C:67]([N:68]2[C:16](=[O:18])[C:15]3[C:14](=[CH:22][CH:21]=[CH:20][CH:19]=3)[C:12]2([C:8]2[CH:9]=[C:10]3[C:5]([NH:4][CH2:3][C:2](=[O:1])[NH:11]3)=[CH:6][CH:7]=2)[OH:13])[CH:69]=[CH:70][CH:71]=1. The yield is 0.390. (9) The reactants are [CH2:1]([N:3]1[C:7](=[NH:8])/[C:6](=[CH:9]/[C:10]2[CH:15]=[CH:14][C:13]([O:16][CH2:17][C:18]3[CH:23]=[CH:22][C:21]([O:24][CH3:25])=[CH:20][CH:19]=3)=[C:12]([O:26][CH3:27])[CH:11]=2)/[NH:5][C:4]1=[O:28])[CH3:2].[C:29](=O)([O-])[O-].[K+].[K+].IC.O. The catalyst is CN(C)C=O. The product is [CH2:1]([N:3]1[C:7](=[NH:8])/[C:6](=[CH:9]/[C:10]2[CH:15]=[CH:14][C:13]([O:16][CH2:17][C:18]3[CH:19]=[CH:20][C:21]([O:24][CH3:25])=[CH:22][CH:23]=3)=[C:12]([O:26][CH3:27])[CH:11]=2)/[N:5]([CH3:29])[C:4]1=[O:28])[CH3:2]. The yield is 0.870. (10) The reactants are C([O:5][CH2:6][C@H:7]1[CH2:11][O:10][C:9](=[N:12][C:13]2[CH:14]=[C:15]3[C:20](=[CH:21][CH:22]=2)[N:19]=[CH:18][N:17]=[C:16]3[NH:23][C:24]2[CH:29]=[CH:28][C:27]([CH2:30][O:31][C:32]3[CH:37]=[CH:36][CH:35]=[C:34]([F:38])[CH:33]=3)=[C:26]([Cl:39])[CH:25]=2)[N:8]1[CH3:40])(C)(C)C.C(O)(C(F)(F)F)=O. The catalyst is C(Cl)Cl.ClCCCl. The product is [Cl:39][C:26]1[CH:25]=[C:24]([NH:23][C:16]2[C:15]3[C:20](=[CH:21][CH:22]=[C:13]([N:12]=[C:9]4[N:8]([CH3:40])[C@@H:7]([CH2:6][OH:5])[CH2:11][O:10]4)[CH:14]=3)[N:19]=[CH:18][N:17]=2)[CH:29]=[CH:28][C:27]=1[CH2:30][O:31][C:32]1[CH:37]=[CH:36][CH:35]=[C:34]([F:38])[CH:33]=1. The yield is 0.640.